From a dataset of Catalyst prediction with 721,799 reactions and 888 catalyst types from USPTO. Predict which catalyst facilitates the given reaction. (1) Reactant: [CH3:1][C:2]([CH3:15])([CH:7]=[CH:8][C:9]1[CH:14]=[CH:13][CH:12]=[CH:11][CH:10]=1)[CH2:3][N:4]([CH3:6])[CH3:5]. Product: [CH3:1][C:2]([CH3:15])([CH2:7][CH2:8][C:9]1[CH:10]=[CH:11][CH:12]=[CH:13][CH:14]=1)[CH2:3][N:4]([CH3:6])[CH3:5]. The catalyst class is: 43. (2) Reactant: [F:1][C:2]1[CH:8]=[C:7](I)[CH:6]=[CH:5][C:3]=1[NH2:4].[C:10]([Cu])#[N:11].CCOC(C)=O.Cl. Product: [NH2:4][C:3]1[CH:5]=[CH:6][C:7]([C:10]#[N:11])=[CH:8][C:2]=1[F:1]. The catalyst class is: 3. (3) Reactant: C(O[C:4]([C:6]1[N:11]=[CH:10][C:9]2[N:12]=[C:13]([C:15]3[CH:20]=[CH:19][C:18]([C:21]([CH3:24])([CH3:23])[CH3:22])=[CH:17][CH:16]=3)[S:14][C:8]=2[C:7]=1[OH:25])=[O:5])C.[NH2:26][CH2:27][C:28]([OH:30])=[O:29]. Product: [C:21]([C:18]1[CH:19]=[CH:20][C:15]([C:13]2[S:14][C:8]3[C:7]([OH:25])=[C:6]([C:4]([NH:26][CH2:27][C:28]([OH:30])=[O:29])=[O:5])[N:11]=[CH:10][C:9]=3[N:12]=2)=[CH:16][CH:17]=1)([CH3:24])([CH3:22])[CH3:23]. The catalyst class is: 779. (4) Reactant: O=P(Cl)(Cl)Cl.[CH:6]1[C:7]([C:15]([O:17][CH2:18][CH3:19])=[O:16])=[CH:8][N:9]2[C:14]=1[CH:13]=[CH:12][CH:11]=[CH:10]2.CN([CH:23]=[O:24])C. Product: [CH:23]([C:8]1[N:9]2[C:14]([CH:13]=[CH:12][CH:11]=[CH:10]2)=[CH:6][C:7]=1[C:15]([O:17][CH2:18][CH3:19])=[O:16])=[O:24]. The catalyst class is: 2. (5) Reactant: [C:1]1([C:7]2([CH2:19][NH2:20])[CH2:12][CH2:11][N:10]([S:13]([CH2:16][CH2:17][CH3:18])(=[O:15])=[O:14])[CH2:9][CH2:8]2)[CH:6]=[CH:5][CH:4]=[CH:3][CH:2]=1.[Cl:21][C:22]1[CH:30]=[CH:29][CH:28]=[CH:27][C:23]=1[C:24](Cl)=[O:25].CCN(C(C)C)C(C)C. Product: [Cl:21][C:22]1[CH:30]=[CH:29][CH:28]=[CH:27][C:23]=1[C:24]([NH:20][CH2:19][C:7]1([C:1]2[CH:6]=[CH:5][CH:4]=[CH:3][CH:2]=2)[CH2:8][CH2:9][N:10]([S:13]([CH2:16][CH2:17][CH3:18])(=[O:15])=[O:14])[CH2:11][CH2:12]1)=[O:25]. The catalyst class is: 2. (6) Reactant: [C:1]([C:3]1[S:4][CH:5]=[C:6]([C:9]2[C:14]([CH3:15])=[CH:13][C:12]([CH3:16])=[CH:11][C:10]=2[CH3:17])[C:7]=1[NH2:8])#[N:2].[C:18](OC(=O)C)(=[O:20])[CH3:19].C(OCC)(=O)C.C([O-])(O)=O.[Na+]. Product: [C:1]([C:3]1[S:4][CH:5]=[C:6]([C:9]2[C:10]([CH3:17])=[CH:11][C:12]([CH3:16])=[CH:13][C:14]=2[CH3:15])[C:7]=1[NH:8][C:18](=[O:20])[CH3:19])#[N:2]. The catalyst class is: 86. (7) Reactant: Br[CH2:2][CH2:3][O:4][Si:5]([C:8]([CH3:11])([CH3:10])[CH3:9])([CH3:7])[CH3:6].[CH3:12][O:13][C:14]1[CH:19]=[CH:18][C:17]([CH2:20][NH2:21])=[CH:16][CH:15]=1.C([O-])([O-])=O.[K+].[K+]. Product: [Si:5]([O:4][CH2:3][CH2:2][NH:21][CH2:20][C:17]1[CH:18]=[CH:19][C:14]([O:13][CH3:12])=[CH:15][CH:16]=1)([C:8]([CH3:11])([CH3:10])[CH3:9])([CH3:7])[CH3:6]. The catalyst class is: 10. (8) Reactant: [CH2:1]1[CH2:11][CH2:10][N:9]2C(=[N:5][CH2:6][CH2:7][CH2:8]2)C[CH2:2]1.[NH:12]1[CH:16]=CC=N1.C(#[N:20])C=C.O.NN. Product: [NH2:20][C:16]1[C:11]([CH2:1][CH3:2])=[CH:10][N:9]([CH2:8][CH2:7][C:6]#[N:5])[N:12]=1. The catalyst class is: 10. (9) Reactant: [C:1]([O:5][C:6](=[O:9])[CH2:7][OH:8])([CH3:4])([CH3:3])[CH3:2].[H-].[Na+].[Br:12][C:13]1[N:14]=[N:15][C:16](Br)=[CH:17][CH:18]=1. Product: [C:1]([O:5][C:6](=[O:9])[CH2:7][O:8][C:16]1[N:15]=[N:14][C:13]([Br:12])=[CH:18][CH:17]=1)([CH3:4])([CH3:3])[CH3:2]. The catalyst class is: 3. (10) Reactant: [C:1]([O:5][C:6]([N:8]1[CH2:13][CH2:12][CH:11]([C:14](=[O:19])N(OC)C)[CH2:10][CH2:9]1)=[O:7])([CH3:4])([CH3:3])[CH3:2].[CH3:20][O:21][C:22]1[CH:27]=[CH:26][C:25]([Mg]Br)=[CH:24][C:23]=1[CH3:30].[NH4+].[Cl-]. Product: [C:1]([O:5][C:6]([N:8]1[CH2:9][CH2:10][CH:11]([C:14](=[O:19])[C:25]2[CH:26]=[CH:27][C:22]([O:21][CH3:20])=[C:23]([CH3:30])[CH:24]=2)[CH2:12][CH2:13]1)=[O:7])([CH3:2])([CH3:3])[CH3:4]. The catalyst class is: 1.